Dataset: NCI-60 drug combinations with 297,098 pairs across 59 cell lines. Task: Regression. Given two drug SMILES strings and cell line genomic features, predict the synergy score measuring deviation from expected non-interaction effect. (1) Drug 1: CC1OCC2C(O1)C(C(C(O2)OC3C4COC(=O)C4C(C5=CC6=C(C=C35)OCO6)C7=CC(=C(C(=C7)OC)O)OC)O)O. Drug 2: CCN(CC)CCCC(C)NC1=C2C=C(C=CC2=NC3=C1C=CC(=C3)Cl)OC. Cell line: OVCAR-4. Synergy scores: CSS=19.8, Synergy_ZIP=-2.01, Synergy_Bliss=10.5, Synergy_Loewe=10.5, Synergy_HSA=10.7. (2) Drug 1: C1=CC(=CC=C1CC(C(=O)O)N)N(CCCl)CCCl.Cl. Drug 2: C1CC(C1)(C(=O)O)C(=O)O.[NH2-].[NH2-].[Pt+2]. Cell line: IGROV1. Synergy scores: CSS=49.9, Synergy_ZIP=-2.52, Synergy_Bliss=-0.611, Synergy_Loewe=2.38, Synergy_HSA=5.02. (3) Drug 1: COC1=C(C=C2C(=C1)N=CN=C2NC3=CC(=C(C=C3)F)Cl)OCCCN4CCOCC4. Drug 2: C1CN(CCN1C(=O)CCBr)C(=O)CCBr. Cell line: NCI/ADR-RES. Synergy scores: CSS=32.0, Synergy_ZIP=0.680, Synergy_Bliss=4.52, Synergy_Loewe=2.37, Synergy_HSA=7.87. (4) Drug 1: CC1=C(C=C(C=C1)C(=O)NC2=CC(=CC(=C2)C(F)(F)F)N3C=C(N=C3)C)NC4=NC=CC(=N4)C5=CN=CC=C5. Drug 2: C1CC(=O)NC(=O)C1N2C(=O)C3=CC=CC=C3C2=O. Cell line: A549. Synergy scores: CSS=-4.68, Synergy_ZIP=11.1, Synergy_Bliss=-0.949, Synergy_Loewe=-2.83, Synergy_HSA=-5.61. (5) Drug 1: C1CN1P(=S)(N2CC2)N3CC3. Drug 2: C(CCl)NC(=O)N(CCCl)N=O. Cell line: SF-268. Synergy scores: CSS=11.9, Synergy_ZIP=-5.47, Synergy_Bliss=1.37, Synergy_Loewe=0.355, Synergy_HSA=2.52. (6) Drug 1: CCCS(=O)(=O)NC1=C(C(=C(C=C1)F)C(=O)C2=CNC3=C2C=C(C=N3)C4=CC=C(C=C4)Cl)F. Drug 2: CC1=C(N=C(N=C1N)C(CC(=O)N)NCC(C(=O)N)N)C(=O)NC(C(C2=CN=CN2)OC3C(C(C(C(O3)CO)O)O)OC4C(C(C(C(O4)CO)O)OC(=O)N)O)C(=O)NC(C)C(C(C)C(=O)NC(C(C)O)C(=O)NCCC5=NC(=CS5)C6=NC(=CS6)C(=O)NCCC[S+](C)C)O. Cell line: T-47D. Synergy scores: CSS=-1.80, Synergy_ZIP=-1.74, Synergy_Bliss=-3.56, Synergy_Loewe=-4.96, Synergy_HSA=-4.27. (7) Drug 1: C1CCN(CC1)CCOC2=CC=C(C=C2)C(=O)C3=C(SC4=C3C=CC(=C4)O)C5=CC=C(C=C5)O. Drug 2: C(CN)CNCCSP(=O)(O)O. Cell line: NCI-H322M. Synergy scores: CSS=-6.00, Synergy_ZIP=5.14, Synergy_Bliss=5.98, Synergy_Loewe=-0.862, Synergy_HSA=0.390. (8) Drug 1: CCCCCOC(=O)NC1=NC(=O)N(C=C1F)C2C(C(C(O2)C)O)O. Drug 2: C1=CC=C(C(=C1)C(C2=CC=C(C=C2)Cl)C(Cl)Cl)Cl. Cell line: KM12. Synergy scores: CSS=14.8, Synergy_ZIP=15.6, Synergy_Bliss=20.6, Synergy_Loewe=12.1, Synergy_HSA=11.9. (9) Drug 1: CC1CCC2CC(C(=CC=CC=CC(CC(C(=O)C(C(C(=CC(C(=O)CC(OC(=O)C3CCCCN3C(=O)C(=O)C1(O2)O)C(C)CC4CCC(C(C4)OC)O)C)C)O)OC)C)C)C)OC. Drug 2: CCCCC(=O)OCC(=O)C1(CC(C2=C(C1)C(=C3C(=C2O)C(=O)C4=C(C3=O)C=CC=C4OC)O)OC5CC(C(C(O5)C)O)NC(=O)C(F)(F)F)O. Cell line: UACC-257. Synergy scores: CSS=64.3, Synergy_ZIP=5.01, Synergy_Bliss=3.98, Synergy_Loewe=-2.70, Synergy_HSA=-2.56. (10) Cell line: U251. Drug 1: C1CC(C1)(C(=O)O)C(=O)O.[NH2-].[NH2-].[Pt+2]. Drug 2: C1C(C(OC1N2C=NC3=C2NC=NCC3O)CO)O. Synergy scores: CSS=2.90, Synergy_ZIP=-7.22, Synergy_Bliss=-2.90, Synergy_Loewe=-4.96, Synergy_HSA=-5.11.